Dataset: Forward reaction prediction with 1.9M reactions from USPTO patents (1976-2016). Task: Predict the product of the given reaction. (1) Given the reactants [CH2:1]([N:9]1[CH:13]=[C:12]([C:14]2[C:22]3[C:17](=[N:18][CH:19]=[C:20]([C:23]4[CH:28]=[CH:27][C:26]([CH:29]5[CH2:34][CH2:33][N:32](C(OC(C)(C)C)=O)[CH2:31][CH2:30]5)=[CH:25][CH:24]=4)[CH:21]=3)[NH:16][CH:15]=2)[CH:11]=[N:10]1)[CH2:2][C:3]1[CH:8]=[CH:7][CH:6]=[CH:5][CH:4]=1, predict the reaction product. The product is: [CH2:1]([N:9]1[CH:13]=[C:12]([C:14]2[C:22]3[C:17](=[N:18][CH:19]=[C:20]([C:23]4[CH:24]=[CH:25][C:26]([CH:29]5[CH2:34][CH2:33][NH:32][CH2:31][CH2:30]5)=[CH:27][CH:28]=4)[CH:21]=3)[NH:16][CH:15]=2)[CH:11]=[N:10]1)[CH2:2][C:3]1[CH:4]=[CH:5][CH:6]=[CH:7][CH:8]=1. (2) Given the reactants C(O)(C(F)(F)F)=O.C(OC([N:15]1[CH2:18][CH:17]([N:19]2[CH2:24][C@H:23]([CH3:25])[O:22][C@H:21]([CH3:26])[CH2:20]2)[CH2:16]1)=O)(C)(C)C, predict the reaction product. The product is: [NH:15]1[CH2:18][CH:17]([N:19]2[CH2:24][C@H:23]([CH3:25])[O:22][C@H:21]([CH3:26])[CH2:20]2)[CH2:16]1. (3) Given the reactants C([O:5][C:6](=[O:20])[C:7]1[CH:12]=[C:11]([CH2:13][O:14][CH3:15])[N:10]=[C:9]([NH:16][CH2:17][CH:18]=[CH2:19])[CH:8]=1)(C)(C)C, predict the reaction product. The product is: [CH2:17]([NH:16][C:9]1[CH:8]=[C:7]([CH:12]=[C:11]([CH2:13][O:14][CH3:15])[N:10]=1)[C:6]([OH:20])=[O:5])[CH:18]=[CH2:19]. (4) Given the reactants [N+](=[CH:3][C:4]([O:6][CH2:7][C:8]1[CH:13]=[CH:12][CH:11]=[CH:10][CH:9]=1)=[O:5])=[N-].[C:14]([SiH:18]([C:20]([CH3:23])([CH3:22])[CH3:21])Cl)([CH3:17])([CH3:16])[CH3:15].C(N(CC)CC)C.O.C([O-])(O)=[O:33].[Na+], predict the reaction product. The product is: [C:14]([Si:18]([C:20]([CH3:23])([CH3:22])[CH3:21])([OH:33])[CH2:3][C:4]([O:6][CH2:7][C:8]1[CH:13]=[CH:12][CH:11]=[CH:10][CH:9]=1)=[O:5])([CH3:17])([CH3:16])[CH3:15]. (5) Given the reactants [NH:1]1[CH:5]=[C:4]([C:6]2[CH:22]=[CH:21][C:9]3[C:10]4[N:11]=[C:12]([C:18](O)=[O:19])[S:13][C:14]=4[CH2:15][CH2:16][O:17][C:8]=3[CH:7]=2)[CH:3]=[N:2]1.[CH3:23][NH:24][CH2:25][C@H:26]1[CH2:30][CH2:29][CH2:28][O:27]1, predict the reaction product. The product is: [CH3:23][N:24]([CH2:25][C@H:26]1[CH2:30][CH2:29][CH2:28][O:27]1)[C:18]([C:12]1[S:13][C:14]2[CH2:15][CH2:16][O:17][C:8]3[CH:7]=[C:6]([C:4]4[CH:3]=[N:2][NH:1][CH:5]=4)[CH:22]=[CH:21][C:9]=3[C:10]=2[N:11]=1)=[O:19]. (6) Given the reactants [CH2:1]([O:3][C:4](=[O:10])[CH2:5][S:6]([CH3:9])(=[NH:8])=[O:7])[CH3:2].[I:11][C:12]1[C:13]([NH2:21])=[N:14][CH:15]=[C:16]([CH:20]=1)[C:17](O)=[O:18].C(NC(C)C)(C)C.F[P-](F)(F)(F)(F)F.N1(O[P+](N(C)C)(N(C)C)N(C)C)C2C=CC=CC=2N=N1, predict the reaction product. The product is: [NH2:21][C:13]1[N:14]=[CH:15][C:16]([C:17]([N:8]=[S:6]([CH2:5][C:4]([O:3][CH2:1][CH3:2])=[O:10])([CH3:9])=[O:7])=[O:18])=[CH:20][C:12]=1[I:11]. (7) Given the reactants [C:1]([O:5][C:6]([N:8]1[CH2:13][CH2:12][NH:11][CH2:10][CH2:9]1)=[O:7])([CH3:4])([CH3:3])[CH3:2].[Br:14][C:15]1[CH:16]=[N:17][CH:18]=[C:19](Br)[CH:20]=1.CC(C)([O-])C.[Na+], predict the reaction product. The product is: [C:1]([O:5][C:6]([N:8]1[CH2:13][CH2:12][N:11]([C:19]2[CH:18]=[N:17][CH:16]=[C:15]([Br:14])[CH:20]=2)[CH2:10][CH2:9]1)=[O:7])([CH3:4])([CH3:2])[CH3:3]. (8) Given the reactants C(=O)([O-])[O-].[K+].[K+].Cl[C:8]1[N:13]=[CH:12][CH:11]=[CH:10][N:9]=1.[CH3:14][O:15][C:16]1[CH:23]=[C:22]([O:24][CH3:25])[CH:21]=[CH:20][C:17]=1[CH2:18][NH2:19], predict the reaction product. The product is: [CH3:14][O:15][C:16]1[CH:23]=[C:22]([O:24][CH3:25])[CH:21]=[CH:20][C:17]=1[CH2:18][NH:19][C:8]1[N:13]=[CH:12][CH:11]=[CH:10][N:9]=1. (9) Given the reactants OC(C(F)(F)F)=O.[CH3:8][CH:9]1[NH:14][CH2:13][CH2:12][N:11]([CH2:15][C:16]2[CH:23]=[CH:22][C:19]([C:20]#[N:21])=[CH:18][N:17]=2)[CH2:10]1.[F:24][C:25]([F:41])([F:40])[C:26]1[O:30][N:29]=[C:28]([C:31]2[CH:32]=[C:33]([CH:37]=[CH:38][CH:39]=2)[C:34](O)=[O:35])[N:27]=1, predict the reaction product. The product is: [CH3:8][CH:9]1[N:14]([C:34](=[O:35])[C:33]2[CH:37]=[CH:38][CH:39]=[C:31]([C:28]3[N:27]=[C:26]([C:25]([F:41])([F:40])[F:24])[O:30][N:29]=3)[CH:32]=2)[CH2:13][CH2:12][N:11]([CH2:15][C:16]2[CH:23]=[CH:22][C:19]([C:20]#[N:21])=[CH:18][N:17]=2)[CH2:10]1. (10) Given the reactants [Cl:1][C:2]1[CH:10]=[CH:9][C:8]([O:11][C:12]([F:15])([F:14])[F:13])=[C:7]2[C:3]=1[C:4]([C:20](O)=[O:21])=[CH:5][N:6]2[CH2:16][CH2:17][O:18][CH3:19].CCN(CC)CC.Cl.[F:31][C:32]([F:51])([F:50])[C:33]([NH:35][CH2:36][C:37]1[CH:42]=[CH:41][C:40]([F:43])=[C:39]([CH:44]2[CH2:49][CH2:48][NH:47][CH2:46][CH2:45]2)[CH:38]=1)=[O:34].CCN=C=NCCCN(C)C, predict the reaction product. The product is: [Cl:1][C:2]1[CH:10]=[CH:9][C:8]([O:11][C:12]([F:15])([F:13])[F:14])=[C:7]2[C:3]=1[C:4]([C:20]([N:47]1[CH2:48][CH2:49][CH:44]([C:39]3[CH:38]=[C:37]([CH:42]=[CH:41][C:40]=3[F:43])[CH2:36][NH:35][C:33](=[O:34])[C:32]([F:51])([F:50])[F:31])[CH2:45][CH2:46]1)=[O:21])=[CH:5][N:6]2[CH2:16][CH2:17][O:18][CH3:19].